From a dataset of Full USPTO retrosynthesis dataset with 1.9M reactions from patents (1976-2016). Predict the reactants needed to synthesize the given product. (1) Given the product [O:23]1[C:27]2[CH:28]=[CH:29][C:30]([CH:32]3[CH2:37][CH2:36][CH:35]([N:1]4[CH2:4][CH:3]([NH:5][C:6](=[O:22])[CH2:7][NH:8][C:9]5[C:13]6[CH:14]=[C:15]([C:18]([F:20])([F:19])[F:21])[CH:16]=[CH:17][C:12]=6[O:11][N:10]=5)[CH2:2]4)[CH2:34][CH2:33]3)=[CH:31][C:26]=2[O:25][CH2:24]1, predict the reactants needed to synthesize it. The reactants are: [NH:1]1[CH2:4][CH:3]([NH:5][C:6](=[O:22])[CH2:7][NH:8][C:9]2[C:13]3[CH:14]=[C:15]([C:18]([F:21])([F:20])[F:19])[CH:16]=[CH:17][C:12]=3[O:11][N:10]=2)[CH2:2]1.[O:23]1[C:27]2[CH:28]=[CH:29][C:30]([CH:32]3[CH2:37][CH2:36][C:35](=O)[CH2:34][CH2:33]3)=[CH:31][C:26]=2[O:25][CH2:24]1.C(O[BH-](OC(=O)C)OC(=O)C)(=O)C.[Na+].C(Cl)Cl.CC(O)C. (2) Given the product [CH2:29]([NH:33][C:19]1[C:18](=[O:22])[C:17](=[O:23])[C:16]=1[NH:15][CH2:14][CH2:13][NH:12][C:10]1[CH:9]=[C:8]([N:24]2[CH2:25][CH2:26][CH2:27][CH2:28]2)[N:7]=[C:6]([N:1]2[CH2:5][CH2:4][CH2:3][CH2:2]2)[N:11]=1)[CH2:30][CH2:31][CH3:32], predict the reactants needed to synthesize it. The reactants are: [N:1]1([C:6]2[N:11]=[C:10]([NH:12][CH2:13][CH2:14][NH:15][C:16]3[C:17](=[O:23])[C:18](=[O:22])[C:19]=3OC)[CH:9]=[C:8]([N:24]3[CH2:28][CH2:27][CH2:26][CH2:25]3)[N:7]=2)[CH2:5][CH2:4][CH2:3][CH2:2]1.[CH2:29]([NH2:33])[CH2:30][CH2:31][CH3:32]. (3) Given the product [CH3:1][O:2][CH2:3][CH2:4][N:5]([CH2:55][CH2:56][O:57][CH3:58])[CH2:6][CH2:7][CH2:8][NH:9][C:10]([C:12]1[C:13]([CH3:54])=[C:14]2[CH:35]=[C:33]3[N:34]=[C:30]([C:31]([CH3:38])=[C:32]3[CH2:36][CH3:37])[CH:29]=[C:27]3[NH:28][C:24]([C:25]([CH3:41])=[C:26]3[CH2:39][OH:40])=[CH:23][C:21]3=[N:22][C:18]([CH:19]([CH2:43][CH2:44][C:45]([O:47][CH3:48])=[O:46])[CH:20]3[CH3:42])=[C:17]([CH2:49][C:50]([O:52][CH3:53])=[O:51])[C:16]=1[NH:15]2)=[O:11], predict the reactants needed to synthesize it. The reactants are: [CH3:1][O:2][CH2:3][CH2:4][N:5]([CH2:55][CH2:56][O:57][CH3:58])[CH2:6][CH2:7][CH2:8][NH:9][C:10]([C:12]1[C:13]([CH3:54])=[C:14]2[CH:35]=[C:33]3[N:34]=[C:30]([C:31]([CH3:38])=[C:32]3[CH2:36][CH3:37])[CH:29]=[C:27]3[NH:28][C:24]([C:25]([CH3:41])=[C:26]3[CH:39]=[O:40])=[CH:23][C:21]3=[N:22][C:18]([CH:19]([CH2:43][CH2:44][C:45]([O:47][CH3:48])=[O:46])[CH:20]3[CH3:42])=[C:17]([CH2:49][C:50]([O:52][CH3:53])=[O:51])[C:16]=1[NH:15]2)=[O:11]. (4) Given the product [S:38]1[C:34]2[CH:33]=[CH:32][C:31]([C:24]3[CH:23]=[C:22]([CH:27]=[C:26]([O:28][CH2:29][CH3:30])[CH:25]=3)[O:21][CH2:20][CH2:19][CH2:18][CH2:17][CH2:16][CH2:15][C:11]3[C:10]([CH2:40][CH2:41][C:42]([OH:44])=[O:43])=[C:9]([CH:14]=[CH:13][CH:12]=3)[O:8][CH2:7][CH2:6][CH2:5][C:4]([OH:47])=[O:3])=[CH:39][C:35]=2[N:36]=[CH:37]1, predict the reactants needed to synthesize it. The reactants are: C([O:3][C:4](=[O:47])[CH2:5][CH2:6][CH2:7][O:8][C:9]1[CH:14]=[CH:13][CH:12]=[C:11]([CH2:15][CH2:16][CH2:17][CH2:18][CH2:19][CH2:20][O:21][C:22]2[CH:27]=[C:26]([O:28][CH2:29][CH3:30])[CH:25]=[C:24]([C:31]3[CH:32]=[CH:33][C:34]4[S:38][CH:37]=[N:36][C:35]=4[CH:39]=3)[CH:23]=2)[C:10]=1[CH2:40][CH2:41][C:42]([O:44]CC)=[O:43])C.[OH-].[Na+]. (5) Given the product [CH3:1][C:2]1[N:12]([CH2:13][C:14]2[CH:19]=[CH:18][C:17]([NH:20][CH2:21][CH:22]3[CH2:23][CH2:24][N:25]([CH:32]4[CH2:33][CH2:34][N:29]([CH3:28])[CH2:30][CH2:31]4)[CH2:26][CH2:27]3)=[CH:16][CH:15]=2)[C:5]2=[N:6][C:7]([CH3:11])=[CH:8][C:9]([CH3:10])=[C:4]2[N:3]=1, predict the reactants needed to synthesize it. The reactants are: [CH3:1][C:2]1[N:12]([CH2:13][C:14]2[CH:19]=[CH:18][C:17]([NH:20][CH2:21][CH:22]3[CH2:27][CH2:26][NH:25][CH2:24][CH2:23]3)=[CH:16][CH:15]=2)[C:5]2=[N:6][C:7]([CH3:11])=[CH:8][C:9]([CH3:10])=[C:4]2[N:3]=1.[CH3:28][N:29]1[CH2:34][CH2:33][C:32](=O)[CH2:31][CH2:30]1.C(O[BH-](OC(=O)C)OC(=O)C)(=O)C.[Na+].[OH-].[Na+]. (6) Given the product [C:40]1([O:39][C:37](=[O:38])[NH:1][C:4]2[CH:19]=[CH:18][CH:17]=[C:6]([CH2:7][NH:8][C:9]([O:10][C@H:11]3[CH2:15][CH2:14][O:13][CH2:12]3)=[O:16])[CH:5]=2)[CH:45]=[CH:44][CH:43]=[CH:42][CH:41]=1, predict the reactants needed to synthesize it. The reactants are: [N+:1]([C:4]1[CH:5]=[C:6]([CH:17]=[CH:18][CH:19]=1)[CH2:7][NH:8][C:9](=[O:16])[O:10][C@H:11]1[CH2:15][CH2:14][O:13][CH2:12]1)([O-])=O.C(OC(C)C)(=O)C.[H][H].S([O-])([O-])(=O)=O.[Na+].[Na+].Cl[C:37]([O:39][C:40]1[CH:45]=[CH:44][CH:43]=[CH:42][CH:41]=1)=[O:38]. (7) The reactants are: [N+:1]([C:4]1[CH:12]=[CH:11][C:7]([C:8]([OH:10])=O)=[CH:6][CH:5]=1)([O-:3])=[O:2].[CH3:13][O:14][C:15]([CH2:17][CH2:18][NH:19][C:20]1[CH:25]=[CH:24][CH:23]=[CH:22][CH:21]=1)=[O:16].C(N(CC)CC)C.C(Cl)Cl.CO. Given the product [C:20]1([N:19]([CH2:18][CH2:17][C:15]([O:14][CH3:13])=[O:16])[C:8](=[O:10])[C:7]2[CH:6]=[CH:5][C:4]([N+:1]([O-:3])=[O:2])=[CH:12][CH:11]=2)[CH:25]=[CH:24][CH:23]=[CH:22][CH:21]=1, predict the reactants needed to synthesize it. (8) Given the product [F:1][C:2]1[C:7]([F:8])=[CH:6][CH:5]=[CH:4][C:3]=1[C:9]1[N:17]=[C:12]2[CH:13]=[N:14][N:15]([CH2:19][C:20]3[O:24][N:23]=[C:22]([C:25]4[CH:30]=[N:29][C:28]([C:31]([F:34])([F:32])[F:33])=[CH:27][CH:26]=4)[CH:21]=3)[CH:16]=[C:11]2[N:10]=1, predict the reactants needed to synthesize it. The reactants are: [F:1][C:2]1[C:7]([F:8])=[CH:6][CH:5]=[CH:4][C:3]=1[C:9]1[N:17]=[C:12]2[CH:13]=[N:14][NH:15][CH:16]=[C:11]2[N:10]=1.Cl[CH2:19][C:20]1[O:24][N:23]=[C:22]([C:25]2[CH:26]=[CH:27][C:28]([C:31]([F:34])([F:33])[F:32])=[N:29][CH:30]=2)[CH:21]=1.